This data is from Forward reaction prediction with 1.9M reactions from USPTO patents (1976-2016). The task is: Predict the product of the given reaction. Given the reactants [NH:1]([C:3]1[CH:4]=[CH:5][C:6]([O:9][CH3:10])=[N:7][CH:8]=1)[NH2:2].[CH2:11]([O:13][C:14](=[O:27])[C:15](=O)[CH2:16][C:17]([C:19]1[CH:24]=[CH:23][C:22]([F:25])=[CH:21][CH:20]=1)=O)[CH3:12], predict the reaction product. The product is: [CH2:11]([O:13][C:14]([C:15]1[CH:16]=[C:17]([C:19]2[CH:20]=[CH:21][C:22]([F:25])=[CH:23][CH:24]=2)[N:1]([C:3]2[CH:8]=[N:7][C:6]([O:9][CH3:10])=[CH:5][CH:4]=2)[N:2]=1)=[O:27])[CH3:12].